From a dataset of Full USPTO retrosynthesis dataset with 1.9M reactions from patents (1976-2016). Predict the reactants needed to synthesize the given product. Given the product [Br:1][C:2]1[CH:3]=[CH:4][C:5]2[O:14][C:13]3[C:12](=[O:15])[NH:11][C:10]([CH:16]4[CH2:21][N:18]([CH3:19])[CH2:17]4)=[N:9][C:8]=3[C:6]=2[CH:7]=1, predict the reactants needed to synthesize it. The reactants are: [Br:1][C:2]1[CH:3]=[CH:4][C:5]2[O:14][C:13]3[C:12](=[O:15])[NH:11][C:10]([CH:16]4[CH2:21]C[CH2:19][N:18](C)[CH2:17]4)=[N:9][C:8]=3[C:6]=2[CH:7]=1.N1CC(C2NC(=O)C3OC4C=CC(Br)=CC=4C=3N=2)C1.C1(N)C(F)=C(F)C(F)=C(N)C=1F.Cl.Cl.Cl.Cl.BrC1C=CC2OC3C(=O)NC(C4CCCNC4)=NC=3C=2C=1.